This data is from Full USPTO retrosynthesis dataset with 1.9M reactions from patents (1976-2016). The task is: Predict the reactants needed to synthesize the given product. (1) Given the product [CH3:1][NH:2][C:3]([C@H:5]1[CH2:9][CH2:8][CH2:7][N:6]1[C:10]1[CH:11]=[CH:12][C:13]([NH2:16])=[CH:14][CH:15]=1)=[O:4], predict the reactants needed to synthesize it. The reactants are: [CH3:1][NH:2][C:3]([C@H:5]1[CH2:9][CH2:8][CH2:7][N:6]1[C:10]1[CH:15]=[CH:14][C:13]([N+:16]([O-])=O)=[CH:12][CH:11]=1)=[O:4].C([O-])=O.[NH4+]. (2) Given the product [CH:1]1([N:7]2[C:11]3[N:12]=[C:17]([CH:14]4[CH2:15][CH2:16]4)[CH:18]=[C:19]([C:20]([O:22][CH2:23][CH3:24])=[O:21])[C:10]=3[C:9]([CH3:13])=[N:8]2)[CH2:2][CH2:3][CH2:4][CH2:5][CH2:6]1, predict the reactants needed to synthesize it. The reactants are: [CH:1]1([N:7]2[C:11]([NH2:12])=[CH:10][C:9]([CH3:13])=[N:8]2)[CH2:6][CH2:5][CH2:4][CH2:3][CH2:2]1.[CH:14]1([C:17](=O)[CH2:18][C:19](=O)[C:20]([O:22][CH2:23][CH3:24])=[O:21])[CH2:16][CH2:15]1. (3) Given the product [F:10][C:11]([F:21])([F:20])[C:12]1[CH:19]=[CH:18][CH:17]=[CH:16][C:13]=1/[CH:14]=[C:3](\[CH2:4][CH2:5][CH2:6][CH2:7][CH3:8])/[C:2](=[O:9])[CH3:1], predict the reactants needed to synthesize it. The reactants are: [CH3:1][C:2](=[O:9])[CH2:3][CH2:4][CH2:5][CH2:6][CH2:7][CH3:8].[F:10][C:11]([F:21])([F:20])[C:12]1[CH:19]=[CH:18][CH:17]=[CH:16][C:13]=1[CH:14]=O.S(=O)(=O)(O)O. (4) The reactants are: [C:1]([Si:5]([CH3:24])([CH3:23])[O:6][C:7]1[CH:12]=[CH:11][C:10]([C:13](=NO)[CH2:14][C:15]2[CH:20]=[CH:19][CH:18]=[CH:17][CH:16]=2)=[CH:9][CH:8]=1)([CH3:4])([CH3:3])[CH3:2].[CH2:25]([Li])CCC.C[O:31][C:32]([CH:34]1C[CH2:35]1)=[O:33].[Cl-].[NH4+:38]. Given the product [C:1]([Si:5]([CH3:24])([CH3:23])[O:6][C:7]1[CH:12]=[CH:11][C:10]([C:13]2[CH:18]=[C:17]([C:35]3[CH2:34][CH:32]([OH:33])[O:31][N:38]=3)[CH:16]=[C:15]([CH:20]3[CH2:19][CH2:25]3)[CH:14]=2)=[CH:9][CH:8]=1)([CH3:4])([CH3:3])[CH3:2], predict the reactants needed to synthesize it. (5) Given the product [Cl:1][C:2]1[CH:9]=[C:8]([N:10]([CH2:16][C:17]2[CH:22]=[CH:21][CH:20]=[CH:19][C:18]=2[Cl:23])[C@H:11]2[CH2:15][CH2:14][N:13]([CH2:25][C:26]3[CH:27]=[N:28][CH:29]=[CH:30][CH:31]=3)[CH2:12]2)[CH:7]=[CH:6][C:3]=1[C:4]#[N:5], predict the reactants needed to synthesize it. The reactants are: [Cl:1][C:2]1[CH:9]=[C:8]([N:10]([CH2:16][C:17]2[CH:22]=[CH:21][CH:20]=[CH:19][C:18]=2[Cl:23])[C@H:11]2[CH2:15][CH2:14][NH:13][CH2:12]2)[CH:7]=[CH:6][C:3]=1[C:4]#[N:5].Cl[CH2:25][C:26]1[CH:27]=[N:28][CH:29]=[CH:30][CH:31]=1.